Dataset: Forward reaction prediction with 1.9M reactions from USPTO patents (1976-2016). Task: Predict the product of the given reaction. Given the reactants [CH3:1][C:2]1[N:7]=[C:6]2[S:8][C:9]3[CH2:13][CH2:12][CH2:11][C:10]=3[C:5]2=[C:4]([C:14]2[O:15][CH:16]=[CH:17][CH:18]=2)[C:3]=1[CH:19]([CH2:24][CH2:25][CH3:26])[C:20]([O:22]C)=[O:21].[OH-].[Na+].Cl, predict the reaction product. The product is: [CH3:1][C:2]1[N:7]=[C:6]2[S:8][C:9]3[CH2:13][CH2:12][CH2:11][C:10]=3[C:5]2=[C:4]([C:14]2[O:15][CH:16]=[CH:17][CH:18]=2)[C:3]=1[CH:19]([CH2:24][CH2:25][CH3:26])[C:20]([OH:22])=[O:21].